From a dataset of TCR-epitope binding with 47,182 pairs between 192 epitopes and 23,139 TCRs. Binary Classification. Given a T-cell receptor sequence (or CDR3 region) and an epitope sequence, predict whether binding occurs between them. (1) The epitope is NLWNTFTRL. The TCR CDR3 sequence is CASSTKTSEYNEQFF. Result: 0 (the TCR does not bind to the epitope). (2) The epitope is FLKEKGGL. The TCR CDR3 sequence is CASSLVRGTDTQYF. Result: 0 (the TCR does not bind to the epitope). (3) The epitope is TPQDLNTML. The TCR CDR3 sequence is CASSLQVASPIFSYEQYF. Result: 0 (the TCR does not bind to the epitope).